Predict the reactants needed to synthesize the given product. From a dataset of Full USPTO retrosynthesis dataset with 1.9M reactions from patents (1976-2016). (1) Given the product [C:33]1([S:30]([C:9]2[NH:8][C:16]3[C:11]([CH:10]=2)=[CH:12][CH:13]=[CH:14][C:15]=3[N:17]2[CH2:22][CH2:21][NH:20][CH2:19][CH2:18]2)(=[O:31])=[O:32])[CH:34]=[CH:35][CH:36]=[CH:37][CH:38]=1, predict the reactants needed to synthesize it. The reactants are: C(OC([N:8]1[C:16]2[C:11](=[CH:12][CH:13]=[CH:14][C:15]=2[N:17]2[CH2:22][CH2:21][N:20](C(OC(C)(C)C)=O)[CH2:19][CH2:18]2)[CH:10]=[C:9]1[S:30]([C:33]1[CH:38]=[CH:37][CH:36]=[CH:35][CH:34]=1)(=[O:32])=[O:31])=O)(C)(C)C. (2) Given the product [CH:1]1([C:4]2[CH:5]=[C:6]([CH2:7][N:8]3[CH2:9][C:10]4([CH2:15][C:14]([N:16]5[CH2:21][CH2:20][C:19]([CH3:27])([C:22]([OH:24])=[O:23])[CH2:18][CH2:17]5)=[N:13][O:12]4)[CH2:11]3)[CH:28]=[C:29]([O:32][CH2:33][CH3:34])[C:30]=2[C:39]2[CH:40]=[CH:41][C:42]([F:44])=[CH:43][C:38]=2[O:37][CH2:35][CH3:36])[CH2:2][CH2:3]1, predict the reactants needed to synthesize it. The reactants are: [CH:1]1([C:4]2[CH:5]=[C:6]([CH:28]=[C:29]([O:32][CH2:33][CH3:34])[C:30]=2I)[CH2:7][N:8]2[CH2:11][C:10]3([CH2:15][C:14]([N:16]4[CH2:21][CH2:20][C:19]([CH3:27])([C:22]([O:24]CC)=[O:23])[CH2:18][CH2:17]4)=[N:13][O:12]3)[CH2:9]2)[CH2:3][CH2:2]1.[CH2:35]([O:37][C:38]1[CH:43]=[C:42]([F:44])[CH:41]=[CH:40][C:39]=1B(O)O)[CH3:36]. (3) Given the product [O:1]1[CH:5]=[CH:4][C:3]([C:6](=[O:32])[CH2:7][CH2:8][C:9]2([C:30]#[N:31])[CH2:16][C:15]3[C:10]2=[CH:11][C:12]([O:28][CH3:29])=[C:13]([O:17][Si:18]([CH:19]([CH3:20])[CH3:21])([CH:22]([CH3:24])[CH3:23])[CH:25]([CH3:26])[CH3:27])[CH:14]=3)=[CH:2]1, predict the reactants needed to synthesize it. The reactants are: [O:1]1[CH:5]=[CH:4][C:3]([CH:6]([OH:32])[CH2:7][CH2:8][C:9]2([C:30]#[N:31])[CH2:16][C:15]3[C:10]2=[CH:11][C:12]([O:28][CH3:29])=[C:13]([O:17][Si:18]([CH:25]([CH3:27])[CH3:26])([CH:22]([CH3:24])[CH3:23])[CH:19]([CH3:21])[CH3:20])[CH:14]=3)=[CH:2]1.CS(C)=O.CCN(CC)CC. (4) Given the product [F:12][C:6]1[CH:5]=[C:13]([C:14]2[N:21]=[N:22][CH:17]=[N:19][N:24]=2)[CH:3]=[CH:11][C:7]=1[C:8]([OH:28])=[O:20], predict the reactants needed to synthesize it. The reactants are: C([C:3]1C=[CH:5][C:6]([F:12])=[C:7]([CH:11]=1)[C:8](O)=O)#N.[C:13](O)(=O)[CH3:14].[CH:17]([NH2:19])=N.[OH2:20].[NH2:21][NH2:22].Cl.[N:24]([O-])=O.[Na+].[OH2:28]. (5) Given the product [CH3:13][C:4]1[CH:3]=[C:2]([NH:20][C:19]2[CH:21]=[CH:22][C:16]([C:15]([F:14])([F:23])[F:24])=[CH:17][CH:18]=2)[N:7]2[N:8]=[C:9]([S:11][CH3:12])[N:10]=[C:6]2[N:5]=1, predict the reactants needed to synthesize it. The reactants are: Cl[C:2]1[N:7]2[N:8]=[C:9]([S:11][CH3:12])[N:10]=[C:6]2[N:5]=[C:4]([CH3:13])[CH:3]=1.[F:14][C:15]([F:24])([F:23])[C:16]1[CH:22]=[CH:21][C:19]([NH2:20])=[CH:18][CH:17]=1.N. (6) Given the product [CH2:23]([O:22][C:20](=[O:21])[CH2:19][CH2:18][N:17]([CH2:25][N:1]1[C:5]2[CH:6]=[CH:7][CH:8]=[CH:9][C:4]=2[N:3]=[N:2]1)[CH2:10][C:11]1[CH:16]=[CH:15][CH:14]=[CH:13][CH:12]=1)[CH3:24], predict the reactants needed to synthesize it. The reactants are: [NH:1]1[C:5]2[CH:6]=[CH:7][CH:8]=[CH:9][C:4]=2[N:3]=[N:2]1.[CH2:10]([NH:17][CH2:18][CH2:19][C:20]([O:22][CH2:23][CH3:24])=[O:21])[C:11]1[CH:16]=[CH:15][CH:14]=[CH:13][CH:12]=1.[CH2:25]=O. (7) The reactants are: [C:1]([O:5][C:6]([N:8]1[CH2:13][CH2:12][C@@:11]([C:15]2[CH:20]=[CH:19][C:18]([F:21])=[C:17]([F:22])[CH:16]=2)([OH:14])[C@@H:10]([C:23](O)=[O:24])[CH2:9]1)=[O:7])([CH3:4])([CH3:3])[CH3:2].CO. Given the product [F:22][C:17]1[CH:16]=[C:15]([C@@:11]2([OH:14])[CH2:12][CH2:13][N:8]([C:6]([O:5][C:1]([CH3:2])([CH3:3])[CH3:4])=[O:7])[CH2:9][C@@H:10]2[CH2:23][OH:24])[CH:20]=[CH:19][C:18]=1[F:21], predict the reactants needed to synthesize it. (8) Given the product [N:31]12[CH2:30][CH:29]([NH:28][C:23]([C:19]3[CH:20]=[CH:21][CH:22]=[C:16]4[O:15][C:14]([N:11]5[CH2:10][CH2:9][N:8]([CH3:6])[CH2:13][C@@H:12]5[C:16]5[CH:17]=[CH:19][CH:20]=[CH:21][CH:22]=5)=[N:18][C:17]=34)=[O:25])[CH:34]([CH2:35][CH2:36]1)[CH2:33][CH2:32]2, predict the reactants needed to synthesize it. The reactants are: C(O[C:6]([N:8]1[CH2:13][CH2:12][N:11]([C:14]2[O:15][C:16]3[C:17](=[C:19]([C:23]([OH:25])=O)[CH:20]=[CH:21][CH:22]=3)[N:18]=2)[CH2:10][CH2:9]1)=O)(C)(C)C.Cl.Cl.[NH2:28][C@H:29]1[CH:34]2[CH2:35][CH2:36][N:31]([CH2:32][CH2:33]2)[CH2:30]1.